Dataset: Peptide-MHC class I binding affinity with 185,985 pairs from IEDB/IMGT. Task: Regression. Given a peptide amino acid sequence and an MHC pseudo amino acid sequence, predict their binding affinity value. This is MHC class I binding data. (1) The peptide sequence is GKLDPTNTL. The MHC is HLA-A02:03 with pseudo-sequence HLA-A02:03. The binding affinity (normalized) is 0.0847. (2) The peptide sequence is KQIVIINPM. The MHC is HLA-A23:01 with pseudo-sequence HLA-A23:01. The binding affinity (normalized) is 0.213. (3) The peptide sequence is DSDVSLIIEY. The MHC is HLA-A31:01 with pseudo-sequence HLA-A31:01. The binding affinity (normalized) is 0.146. (4) The peptide sequence is SKLRALLTL. The MHC is HLA-A02:01 with pseudo-sequence HLA-A02:01. The binding affinity (normalized) is 0.0847. (5) The peptide sequence is CGSAKELHAV. The MHC is Mamu-B08 with pseudo-sequence Mamu-B08. The binding affinity (normalized) is 0. (6) The peptide sequence is GSKYRGLPK. The MHC is HLA-B46:01 with pseudo-sequence HLA-B46:01. The binding affinity (normalized) is 0.0847.